Dataset: Reaction yield outcomes from USPTO patents with 853,638 reactions. Task: Predict the reaction yield, written as a fraction of the theoretical maximum amount of product (1.0 means a 100% yield; for example, 0.34 means a 34% yield). The reactants are O[C:2]1[CH:3]=[C:4]([NH:8][N:9]=[C:10]([C:13]#[N:14])[C:11]#[N:12])[CH:5]=[CH:6][CH:7]=1.NC1C=C(O)C=CC=1.C(#N)CC#N.[OH2:28].[NH2:29][NH2:30]. No catalyst specified. The product is [NH2:12][C:11]1[C:10](=[N:9][NH:8][C:4]2[CH:5]=[C:6]([OH:28])[CH:7]=[CH:2][CH:3]=2)[C:13]([NH2:14])=[N:30][N:29]=1. The yield is 0.330.